Predict the reaction yield, written as a fraction of the theoretical maximum amount of product (1.0 means a 100% yield; for example, 0.34 means a 34% yield). From a dataset of Reaction yield outcomes from USPTO patents with 853,638 reactions. (1) The reactants are [CH3:1][N:2]([CH3:47])[CH2:3][CH2:4][C:5]([NH:7][C@:8]12[CH2:43][CH2:42][C@@H:41]([C:44]([CH3:46])=[CH2:45])[C@@H:9]1[C@@H:10]1[C@@:23]([CH3:26])([CH2:24][CH2:25]2)[C@@:22]2([CH3:27])[C@@H:13]([C@:14]3([CH3:40])[C@@H:19]([CH2:20][CH2:21]2)[C:18]([CH3:29])([CH3:28])[C:17]([C:30]2[CH:39]=[CH:38][C:33]([C:34]([O:36]C)=[O:35])=[CH:32][CH:31]=2)=[CH:16][CH2:15]3)[CH2:12][CH2:11]1)=[O:6].C(O)(C(F)(F)F)=O.O.[OH-].[Li+]. The catalyst is C1COCC1.O. The product is [CH3:47][N:2]([CH3:1])[CH2:3][CH2:4][C:5]([NH:7][C@:8]12[CH2:43][CH2:42][C@@H:41]([C:44]([CH3:46])=[CH2:45])[C@@H:9]1[C@@H:10]1[C@@:23]([CH3:26])([CH2:24][CH2:25]2)[C@@:22]2([CH3:27])[C@@H:13]([C@:14]3([CH3:40])[C@@H:19]([CH2:20][CH2:21]2)[C:18]([CH3:29])([CH3:28])[C:17]([C:30]2[CH:31]=[CH:32][C:33]([C:34]([OH:36])=[O:35])=[CH:38][CH:39]=2)=[CH:16][CH2:15]3)[CH2:12][CH2:11]1)=[O:6]. The yield is 0.676. (2) The reactants are [CH3:1][O:2][C:3]1[CH:12]=[C:11]2[C:6]([C@H:7]([CH2:22][CH:23]=[CH:24][CH2:25][CH2:26][CH2:27][CH2:28][CH2:29][CH:30]([CH2:36][CH2:37][CH2:38][C:39]([F:45])([F:44])[C:40]([F:43])([F:42])[F:41])[C:31]([O:33][CH2:34][CH3:35])=[O:32])[C@@:8]([C:14]3[CH:19]=[CH:18][C:17]([O:20][CH3:21])=[CH:16][CH:15]=3)([CH3:13])[CH2:9][S:10]2)=[CH:5][CH:4]=1. The catalyst is O1CCCC1.[Pd]. The product is [CH3:1][O:2][C:3]1[CH:12]=[C:11]2[C:6]([C@H:7]([CH2:22][CH2:23][CH2:24][CH2:25][CH2:26][CH2:27][CH2:28][CH2:29][CH:30]([CH2:36][CH2:37][CH2:38][C:39]([F:45])([F:44])[C:40]([F:43])([F:42])[F:41])[C:31]([O:33][CH2:34][CH3:35])=[O:32])[C@@:8]([C:14]3[CH:15]=[CH:16][C:17]([O:20][CH3:21])=[CH:18][CH:19]=3)([CH3:13])[CH2:9][S:10]2)=[CH:5][CH:4]=1. The yield is 0.930. (3) The reactants are Br[C:2]1[CH:7]=[CH:6][N:5]=[C:4]2[N:8]([Si:11]([CH:18]([CH3:20])[CH3:19])([CH:15]([CH3:17])[CH3:16])[CH:12]([CH3:14])[CH3:13])[CH:9]=[CH:10][C:3]=12.C([Li])(C)(C)C.[F:26]N(S(C1C=CC=CC=1)(=O)=O)S(C1C=CC=CC=1)(=O)=O. The catalyst is C1COCC1. The product is [F:26][C:2]1[CH:7]=[CH:6][N:5]=[C:4]2[N:8]([Si:11]([CH:18]([CH3:20])[CH3:19])([CH:15]([CH3:17])[CH3:16])[CH:12]([CH3:14])[CH3:13])[CH:9]=[CH:10][C:3]=12. The yield is 0.870. (4) The reactants are [Br:1][C:2]1[CH:7]=[CH:6][C:5]([NH2:8])=[C:4](I)[CH:3]=1.[CH3:10][C:11](N)=[S:12]. The catalyst is COCCOC.C1C=CC(P(C2C=CC=CC=2)[C-]2C=CC=C2)=CC=1.C1C=CC(P(C2C=CC=CC=2)[C-]2C=CC=C2)=CC=1.[Fe+2].C1C=CC(/C=C/C(/C=C/C2C=CC=CC=2)=O)=CC=1.C1C=CC(/C=C/C(/C=C/C2C=CC=CC=2)=O)=CC=1.C1C=CC(/C=C/C(/C=C/C2C=CC=CC=2)=O)=CC=1.[Pd].[Pd]. The product is [Br:1][C:2]1[CH:7]=[CH:6][C:5]2[N:8]=[C:11]([CH3:10])[S:12][C:4]=2[CH:3]=1. The yield is 0.400. (5) The reactants are [Cl:1][C:2]1[CH:10]=[C:9]([N:11]2[CH2:16][CH2:15][O:14][CH2:13][S:12]2(=[O:18])=[O:17])[CH:8]=[CH:7][C:3]=1[C:4]([OH:6])=O.[Cl:19][C:20]1[CH:26]=[CH:25][C:23]([NH2:24])=[CH:22][C:21]=1[C:27]1[CH:36]=[CH:35][C:34]2[C:29](=[CH:30][CH:31]=[N:32][CH:33]=2)[N:28]=1.CN(C(ON1N=NC2C=CC=NC1=2)=[N+](C)C)C.F[P-](F)(F)(F)(F)F.CCN(C(C)C)C(C)C. The catalyst is CN(C=O)C.CCOC(C)=O. The product is [Cl:1][C:2]1[CH:10]=[C:9]([N:11]2[CH2:16][CH2:15][O:14][CH2:13][S:12]2(=[O:18])=[O:17])[CH:8]=[CH:7][C:3]=1[C:4]([NH:24][C:23]1[CH:25]=[CH:26][C:20]([Cl:19])=[C:21]([C:27]2[CH:36]=[CH:35][C:34]3[C:29](=[CH:30][CH:31]=[N:32][CH:33]=3)[N:28]=2)[CH:22]=1)=[O:6]. The yield is 0.310. (6) The reactants are C(Cl)(=O)C(Cl)=O.[Cl:7][C:8]1[CH:13]=[CH:12][CH:11]=[CH:10][C:9]=1[N:14]1[C:18]([C:19]2[N:20]=[C:21]3[C:27]4[CH:28]=[C:29]([C:32](O)=[O:33])[CH:30]=[CH:31][C:26]=4[O:25][CH2:24][CH2:23][N:22]3[CH:35]=2)=[N:17][CH:16]=[N:15]1.C[N:37](C)C=O.CN(C)C(=O)C. The catalyst is C(Cl)Cl.N. The product is [Cl:7][C:8]1[CH:13]=[CH:12][CH:11]=[CH:10][C:9]=1[N:14]1[C:18]([C:19]2[N:20]=[C:21]3[C:27]4[CH:28]=[C:29]([C:32]([NH2:37])=[O:33])[CH:30]=[CH:31][C:26]=4[O:25][CH2:24][CH2:23][N:22]3[CH:35]=2)=[N:17][CH:16]=[N:15]1. The yield is 0.260. (7) The reactants are [NH2:1][C:2]1[N:3]=[CH:4][C:5]2[S:10][C:9](=[O:11])[NH:8][C:6]=2[N:7]=1.C(O)(=O)C.C(O)(=O)C.C(O)(=O)C.C(O)(=O)C.C(O[C@@H:32]1[O:44][C@H:43]([CH2:45][O:46][C:47](=[O:49])[CH3:48])[C@@H:38]([O:39][C:40](=[O:42])[CH3:41])[C@H:33]1[O:34][C:35](=[O:37])[CH3:36])(=O)C. No catalyst specified. The product is [NH2:1][C:2]1[N:3]=[CH:4][C:5]2[S:10][C:9](=[O:11])[N:8]([C@@H:32]3[O:44][C@H:43]([CH2:45][O:46][C:47](=[O:49])[CH3:48])[C@@H:38]([O:39][C:40](=[O:42])[CH3:41])[C@H:33]3[O:34][C:35](=[O:37])[CH3:36])[C:6]=2[N:7]=1. The yield is 0.400.